The task is: Predict the reactants needed to synthesize the given product.. This data is from Full USPTO retrosynthesis dataset with 1.9M reactions from patents (1976-2016). (1) Given the product [C:16]([C:4]1[CH:5]=[CH:6][N:7]=[CH:2][CH:3]=1)([CH3:21])([CH3:17])[CH3:15], predict the reactants needed to synthesize it. The reactants are: Cl[C:2]1[N:7]=[C:6](O)[CH:5]=[CH:4][CH:3]=1.C(=O)([O-])[O-].[K+].[K+].[CH2:15](Cl)[C:16]1[CH:21]=CC=C[CH:17]=1. (2) Given the product [F:9][C:10]1[CH:11]=[C:12]([C@@H:34]([CH:35]2[CH2:36][CH2:37][O:38][CH2:39][CH2:40]2)[CH2:33][C:32]([N:22]2[C@H:23]([C:26]3[CH:31]=[CH:30][CH:29]=[CH:28][CH:27]=3)[C@H:24]([CH3:25])[N:20]([CH3:19])[C:21]2=[O:42])=[O:41])[CH:13]=[C:14]([F:16])[CH:15]=1, predict the reactants needed to synthesize it. The reactants are: CN(CCN(C)C)C.[F:9][C:10]1[CH:11]=[C:12]([Mg]Br)[CH:13]=[C:14]([F:16])[CH:15]=1.[CH3:19][N:20]1[C@@H:24]([CH3:25])[C@@H:23]([C:26]2[CH:31]=[CH:30][CH:29]=[CH:28][CH:27]=2)[N:22]([C:32](=[O:41])/[CH:33]=[CH:34]/[CH:35]2[CH2:40][CH2:39][O:38][CH2:37][CH2:36]2)[C:21]1=[O:42].[O-]S(C(F)(F)F)(=O)=O.C([B+]CCCC)CCC.[Cl-].[NH4+]. (3) Given the product [CH2:20]1[CH:21]([CH:23]2[O:24][CH2:7]2)[O:22][C:17]2[CH:16]=[CH:15][C:14]([F:13])=[CH:25][C:18]=2[CH2:19]1, predict the reactants needed to synthesize it. The reactants are: [I-].C[S+](C)(C)=O.[CH3:7]C(C)([O-])C.[K+].[F:13][C:14]1[CH:15]=[CH:16][C:17]2[O:22][CH:21]([CH:23]=[O:24])[CH2:20][CH2:19][C:18]=2[CH:25]=1. (4) Given the product [CH2:4]([O:6][C:7]([C:8]1[CH:9]=[C:10]([CH2:11][C@@H:12]([C:14]2[CH:19]=[CH:18][CH:17]=[CH:16][CH:15]=2)[CH3:13])[NH:3][N:2]=1)=[O:22])[CH3:5], predict the reactants needed to synthesize it. The reactants are: O.[NH2:2][NH2:3].[CH2:4]([O:6][C:7](=[O:22])[C:8](=O)[CH2:9][C:10](=O)[CH2:11][C@@H:12]([C:14]1[CH:19]=[CH:18][CH:17]=[CH:16][CH:15]=1)[CH3:13])[CH3:5]. (5) Given the product [CH3:1][CH2:2][O:3][C:4]([CH:6]1[N:10]([C:14](=[O:16])[CH3:15])[CH:9]([C:11]([OH:13])=[O:12])[CH2:8][S:7]1)=[O:5], predict the reactants needed to synthesize it. The reactants are: [CH3:1][CH2:2][O:3][C:4]([CH:6]1[NH:10][CH:9]([C:11]([OH:13])=[O:12])[CH2:8][S:7]1)=[O:5].[C:14](Cl)(=[O:16])[CH3:15].C(N(CC)CC)C. (6) The reactants are: CC1NC(C2C=C(C=CC=2C)C(O)=O)=C(C)N=1.[CH3:18][C:19]1[CH:28]=[C:27]([CH3:29])[C:26]([C:30]2[NH:34][C:33]([C:35]3([CH3:39])[CH2:38][O:37][CH2:36]3)=[N:32][C:31]=2[CH3:40])=[CH:25][C:20]=1[C:21]([O:23]C)=[O:22].CC1NC(C2C=C(C=CC=2C)C(OC)=O)=C(C)N=1. Given the product [CH3:18][C:19]1[CH:28]=[C:27]([CH3:29])[C:26]([C:30]2[NH:34][C:33]([C:35]3([CH3:39])[CH2:38][O:37][CH2:36]3)=[N:32][C:31]=2[CH3:40])=[CH:25][C:20]=1[C:21]([OH:23])=[O:22], predict the reactants needed to synthesize it. (7) Given the product [C:16]([O-:18])(=[O:17])[CH3:15].[N:1]1[C:10]2[C:5](=[CH:6][CH:7]=[C:8]3[CH:14]=[CH:13][CH:12]=[CH:11][C:9]3=2)[CH:4]=[CH:3][C:2]=1[Pd+:23], predict the reactants needed to synthesize it. The reactants are: [N:1]1[C:10]2[C:5](=[CH:6][CH:7]=[C:8]3[CH:14]=[CH:13][CH:12]=[CH:11][C:9]3=2)[CH:4]=[CH:3][CH:2]=1.[CH3:15][C:16]([O-:18])=[O:17].CC([O-])=O.[Pd+2:23].